Predict hERG channel inhibition at various concentrations. From a dataset of hERG Central: cardiac toxicity at 1µM, 10µM, and general inhibition. (1) The drug is O=C(CSc1nc(-c2ccc(F)cc2)cs1)N1CCN(C(=O)c2ccco2)CC1. Results: hERG_inhib (hERG inhibition (general)): blocker. (2) The drug is O=C(CSc1nc2ccccc2c(=O)n1-c1ccccc1F)NC1CCS(=O)(=O)C1. Results: hERG_inhib (hERG inhibition (general)): blocker. (3) The molecule is O=C(NCc1cccs1)c1cc(-c2ccccc2)nn1CC1CC(c2cccnc2)=NO1. Results: hERG_inhib (hERG inhibition (general)): blocker.